Dataset: Full USPTO retrosynthesis dataset with 1.9M reactions from patents (1976-2016). Task: Predict the reactants needed to synthesize the given product. (1) The reactants are: [Br:1][C:2]1[CH:12]=[CH:11][C:5]([O:6][CH2:7][CH:8]2[CH2:10][O:9]2)=[CH:4][CH:3]=1.[CH3:13][NH:14][CH3:15]. Given the product [Br:1][C:2]1[CH:12]=[CH:11][C:5]([O:6][CH2:7][CH:8]([OH:9])[CH2:10][N:14]([CH3:15])[CH3:13])=[CH:4][CH:3]=1, predict the reactants needed to synthesize it. (2) Given the product [Cl:1][C:2]1[C:11]2[C:6](=[CH:7][CH:8]=[C:9]([S:21][CH3:22])[CH:10]=2)[N:5]=[N:4][C:3]=1[C:13]([NH2:15])=[O:14], predict the reactants needed to synthesize it. The reactants are: [Cl:1][C:2]1[C:11]2[C:6](=[CH:7][CH:8]=[C:9](I)[CH:10]=2)[N:5]=[N:4][C:3]=1[C:13]([NH2:15])=[O:14].C([Sn](CCCC)(CCCC)[S:21][CH3:22])CCC.